This data is from Reaction yield outcomes from USPTO patents with 853,638 reactions. The task is: Predict the reaction yield, written as a fraction of the theoretical maximum amount of product (1.0 means a 100% yield; for example, 0.34 means a 34% yield). (1) The reactants are [Cl:1][C:2]1[CH:3]=[CH:4][C:5]([O:33][CH:34]([F:36])[F:35])=[C:6]([C:8]2[C:12]([NH:13][C:14]([C:16]3[C:17]([NH:25][C:26](=[O:32])[O:27][C:28]([CH3:31])([CH3:30])[CH3:29])=[N:18][N:19]4[CH:24]=[CH:23][CH:22]=[N:21][C:20]=34)=[O:15])=[CH:11][NH:10][N:9]=2)[CH:7]=1.C(=O)([O-])[O-].[Cs+].[Cs+].[C:43]([O:47][C:48](=[O:51])[CH2:49]Br)([CH3:46])([CH3:45])[CH3:44]. The catalyst is CN(C=O)C.O. The product is [C:43]([O:47][C:48](=[O:51])[CH2:49][N:10]1[CH:11]=[C:12]([NH:13][C:14]([C:16]2[C:17]([NH:25][C:26]([O:27][C:28]([CH3:29])([CH3:30])[CH3:31])=[O:32])=[N:18][N:19]3[CH:24]=[CH:23][CH:22]=[N:21][C:20]=23)=[O:15])[C:8]([C:6]2[CH:7]=[C:2]([Cl:1])[CH:3]=[CH:4][C:5]=2[O:33][CH:34]([F:36])[F:35])=[N:9]1)([CH3:46])([CH3:45])[CH3:44]. The yield is 0.740. (2) The catalyst is C1(C)C(CCO)=CC=CC=1.C1C=CC(/C=C/C(/C=C/C2C=CC=CC=2)=O)=CC=1.C1C=CC(/C=C/C(/C=C/C2C=CC=CC=2)=O)=CC=1.C1C=CC(/C=C/C(/C=C/C2C=CC=CC=2)=O)=CC=1.[Pd].[Pd].C1(P(C2C=CC=CC=2)C2C=CC=CC=2OC2C=CC=CC=2P(C2C=CC=CC=2)C2C=CC=CC=2)C=CC=CC=1. The product is [Cl:7][C:8]1[CH:9]=[C:10]([CH2:22][C:23]([O:25][CH3:26])=[O:24])[CH:11]=[CH:12][C:13]=1[C:32]1[CH:33]=[CH:34][C:29]([O:28][CH3:27])=[CH:30][CH:31]=1. The yield is 0.660. The reactants are C(=O)([O-])[O-].[Na+].[Na+].[Cl:7][C:8]1[CH:9]=[C:10]([CH2:22][C:23]([O:25][CH3:26])=[O:24])[CH:11]=[CH:12][C:13]=1OS(C(F)(F)F)(=O)=O.[CH3:27][O:28][C:29]1[CH:34]=[CH:33][C:32](B(O)O)=[CH:31][CH:30]=1.O. (3) The reactants are C[O:2][C:3](=[O:17])[C:4]1[CH:9]=[C:8]([O:10][CH3:11])[C:7]([O:12][CH3:13])=[C:6]([CH2:14][CH:15]=[CH2:16])[CH:5]=1.S(C)C.[OH-:21].[Na+].OO. The catalyst is C1COCC1. The product is [OH:21][CH2:16][CH2:15][CH2:14][C:6]1[CH:5]=[C:4]([CH:9]=[C:8]([O:10][CH3:11])[C:7]=1[O:12][CH3:13])[C:3]([OH:2])=[O:17]. The yield is 0.890. (4) The reactants are B(C1CCCCC1)C1CCCCC1.[CH3:14][C:15]([CH3:19])([CH3:18])[C:16]#[CH:17].[Zn](CC)CC.[CH:25]1([CH:31]=[O:32])[CH2:30][CH2:29][CH2:28][CH2:27][CH2:26]1.CC([O:36]C([C@H](O)[C@@H](O)C(OC(C)C)=O)=O)C. The catalyst is CC(O[Ti](OC(C)C)(OC(C)C)OC(C)C)C. The product is [C:15]([CH:16]1[O:36][CH:17]1[CH:31]([CH:25]1[CH2:30][CH2:29][CH2:28][CH2:27][CH2:26]1)[OH:32])([CH3:19])([CH3:18])[CH3:14]. The yield is 0.740.